From a dataset of Full USPTO retrosynthesis dataset with 1.9M reactions from patents (1976-2016). Predict the reactants needed to synthesize the given product. (1) The reactants are: [C:1]1([CH3:8])[CH:6]=[CH:5][C:4]([CH3:7])=[CH:3][CH:2]=1.[C:9](Cl)(=[O:13])[C:10]([CH3:12])=[CH2:11].[Cl-].[Al+3].[Cl-].[Cl-]. Given the product [CH3:8][C:1]1[CH:6]=[CH:5][C:4]([CH3:7])=[CH:3][C:2]=1[C:9](=[O:13])[C:10]([CH3:12])=[CH2:11], predict the reactants needed to synthesize it. (2) Given the product [CH3:9][O:10][C:11](=[O:40])/[C:12](/[NH:13][C:14](=[O:33])[C:15]1[CH:20]=[CH:19][C:18]([C:21]([NH:23][CH2:24][C:25]2[CH:30]=[CH:29][CH:28]=[C:27]([OH:31])[CH:26]=2)=[O:22])=[CH:17][C:16]=1[Cl:32])=[CH:49]/[C:45]1[S:44][C:43]([CH2:41][CH3:42])=[N:47][C:46]=1[CH3:48], predict the reactants needed to synthesize it. The reactants are: CN(C)C(N(C)C)=N.[CH3:9][O:10][C:11](=[O:40])[CH:12](P(OC)(OC)=O)[NH:13][C:14](=[O:33])[C:15]1[CH:20]=[CH:19][C:18]([C:21]([NH:23][CH2:24][C:25]2[CH:30]=[CH:29][CH:28]=[C:27]([OH:31])[CH:26]=2)=[O:22])=[CH:17][C:16]=1[Cl:32].[CH2:41]([C:43]1[S:44][C:45]([CH:49]=O)=[C:46]([CH3:48])[N:47]=1)[CH3:42]. (3) The reactants are: [CH3:1][S:2]([NH:5][C:6]([C:9]1[CH:18]=[CH:17][C:12]([C:13]([O:15]C)=O)=[CH:11][CH:10]=1)([CH3:8])[CH3:7])(=[O:4])=[O:3].[CH:19]1([C:22]2[CH:23]=[C:24]([CH3:34])[C:25]([N:28]3[CH2:33][CH2:32][NH:31][CH2:30][CH2:29]3)=[N:26][CH:27]=2)[CH2:21][CH2:20]1. Given the product [CH:19]1([C:22]2[CH:23]=[C:24]([CH3:34])[C:25]([N:28]3[CH2:29][CH2:30][N:31]([C:13]([C:12]4[CH:11]=[CH:10][C:9]([C:6]([NH:5][S:2]([CH3:1])(=[O:3])=[O:4])([CH3:7])[CH3:8])=[CH:18][CH:17]=4)=[O:15])[CH2:32][CH2:33]3)=[N:26][CH:27]=2)[CH2:21][CH2:20]1, predict the reactants needed to synthesize it.